Dataset: Catalyst prediction with 721,799 reactions and 888 catalyst types from USPTO. Task: Predict which catalyst facilitates the given reaction. (1) Reactant: Br[C:2]1[C:3]([CH3:19])=[C:4]2[C:8](=[CH:9][CH:10]=1)[N:7]([CH2:11][CH2:12][CH2:13][C:14]([O:16][CH2:17][CH3:18])=[O:15])[N:6]=[CH:5]2.[CH3:20][N:21](C=O)C. Product: [C:20]([C:2]1[C:3]([CH3:19])=[C:4]2[C:8](=[CH:9][CH:10]=1)[N:7]([CH2:11][CH2:12][CH2:13][C:14]([O:16][CH2:17][CH3:18])=[O:15])[N:6]=[CH:5]2)#[N:21]. The catalyst class is: 267. (2) Reactant: [Cl:1][C:2]1[CH:3]=[C:4]2[C:9](=[CH:10][CH:11]=1)[CH:8]=[C:7]([S:12]([N:15]1[CH2:20][CH2:19][N:18]([C:21](=[O:34])[C:22]3[CH:27]=[CH:26][C:25]([C:28]4[CH:29]=[N:30][CH:31]=[CH:32][CH:33]=4)=[CH:24][CH:23]=3)[CH:17]([C:35]([O:37]CC)=O)[CH2:16]1)(=[O:14])=[O:13])[CH:6]=[CH:5]2.C(OC(OC(C)(C)C)=O)(OC(C)(C)C)=O.[N:55]1C=CC=CC=1.C(=O)(O)[O-].[NH4+]. Product: [ClH:1].[C:35]([CH:17]1[CH2:16][N:15]([S:12]([C:7]2[CH:6]=[CH:5][C:4]3[C:9](=[CH:10][CH:11]=[C:2]([Cl:1])[CH:3]=3)[CH:8]=2)(=[O:14])=[O:13])[CH2:20][CH2:19][N:18]1[C:21](=[O:34])[C:22]1[CH:23]=[CH:24][C:25]([C:28]2[CH:29]=[N:30][CH:31]=[CH:32][CH:33]=2)=[CH:26][CH:27]=1)(=[O:37])[NH2:55]. The catalyst class is: 9.